Dataset: Full USPTO retrosynthesis dataset with 1.9M reactions from patents (1976-2016). Task: Predict the reactants needed to synthesize the given product. (1) Given the product [CH2:51]([O:55][C:56]([N:58]1[CH2:59][CH2:60][N:61]([C:64](=[O:88])[C@@H:65]([NH:87][C:27]([C:18]2[CH:17]=[C:16]([O:15][CH2:14][C:13]([N:9]3[CH2:10][CH2:11][CH2:12][C@H:8]3[C:6](=[O:7])[NH:5][CH:1]3[CH2:4][CH2:3][CH2:2]3)=[O:30])[C:25]3[C:20](=[CH:21][C:22]([CH3:26])=[CH:23][CH:24]=3)[N:19]=2)=[O:28])[CH2:66][CH2:67][CH2:68][O:69][Si:70]([C:83]([CH3:86])([CH3:85])[CH3:84])([C:77]2[CH:82]=[CH:81][CH:80]=[CH:79][CH:78]=2)[C:71]2[CH:76]=[CH:75][CH:74]=[CH:73][CH:72]=2)[CH2:62][CH2:63]1)=[O:57])[CH2:52][CH2:53][CH3:54], predict the reactants needed to synthesize it. The reactants are: [CH:1]1([NH:5][C:6]([C@@H:8]2[CH2:12][CH2:11][CH2:10][N:9]2[C:13](=[O:30])[CH2:14][O:15][C:16]2[C:25]3[C:20](=[CH:21][C:22]([CH3:26])=[CH:23][CH:24]=3)[N:19]=[C:18]([C:27](O)=[O:28])[CH:17]=2)=[O:7])[CH2:4][CH2:3][CH2:2]1.C1C=CC2N(O)N=NC=2C=1.CCN(C(C)C)C(C)C.Cl.[CH2:51]([O:55][C:56]([N:58]1[CH2:63][CH2:62][N:61]([C:64](=[O:88])[C@@H:65]([NH2:87])[CH2:66][CH2:67][CH2:68][O:69][Si:70]([C:83]([CH3:86])([CH3:85])[CH3:84])([C:77]2[CH:82]=[CH:81][CH:80]=[CH:79][CH:78]=2)[C:71]2[CH:76]=[CH:75][CH:74]=[CH:73][CH:72]=2)[CH2:60][CH2:59]1)=[O:57])[CH2:52][CH2:53][CH3:54]. (2) Given the product [CH2:1]([O:8][C:9]([CH:10]1[CH:31]2[CH2:32][CH2:33][CH:34]([CH:29]=[CH:30]2)[N:21]1[C@@H:14]([C:15]1[CH:20]=[CH:19][CH:18]=[CH:17][CH:16]=1)[CH3:13])=[O:12])[C:2]1[CH:7]=[CH:6][CH:5]=[CH:4][CH:3]=1, predict the reactants needed to synthesize it. The reactants are: [CH2:1]([O:8][C:9](=[O:12])[CH:10]=O)[C:2]1[CH:7]=[CH:6][CH:5]=[CH:4][CH:3]=1.[CH3:13][C@@H:14]([NH2:21])[C:15]1[CH:20]=[CH:19][CH:18]=[CH:17][CH:16]=1.FC(F)(F)C(O)=O.[CH:29]1[CH2:34][CH2:33][CH:32]=[CH:31][CH:30]=1.C(=O)(O)[O-].[Na+]. (3) Given the product [NH:1]1[CH:5]=[C:4]([C:6]2[CH:22]=[CH:21][C:9]3[C:10]4[N:11]=[C:12]([C:18]([N:23]5[CH2:27][CH2:26][CH2:25][C@H:24]5[C:28]#[N:29])=[O:19])[S:13][C:14]=4[CH2:15][CH2:16][O:17][C:8]=3[CH:7]=2)[CH:3]=[N:2]1, predict the reactants needed to synthesize it. The reactants are: [NH:1]1[CH:5]=[C:4]([C:6]2[CH:22]=[CH:21][C:9]3[C:10]4[N:11]=[C:12]([C:18](O)=[O:19])[S:13][C:14]=4[CH2:15][CH2:16][O:17][C:8]=3[CH:7]=2)[CH:3]=[N:2]1.[NH:23]1[CH2:27][CH2:26][CH2:25][C@H:24]1[C:28]#[N:29]. (4) Given the product [CH3:7][N:8]1[CH2:9][CH2:10][N:11]([S:14]([C:17]2[CH:18]=[CH:19][C:20]([O:26][CH2:27][C:28]3[CH:29]=[CH:30][CH:31]=[CH:32][CH:33]=3)=[C:21]([CH:25]=2)[C:22]([NH:40][C:36]2[CH:35]=[N:34][CH:39]=[CH:38][CH:37]=2)=[O:24])(=[O:16])=[O:15])[CH2:12][CH2:13]1, predict the reactants needed to synthesize it. The reactants are: C(Cl)(=O)C(Cl)=O.[CH3:7][N:8]1[CH2:13][CH2:12][N:11]([S:14]([C:17]2[CH:18]=[CH:19][C:20]([O:26][CH2:27][C:28]3[CH:33]=[CH:32][CH:31]=[CH:30][CH:29]=3)=[C:21]([CH:25]=2)[C:22]([OH:24])=O)(=[O:16])=[O:15])[CH2:10][CH2:9]1.[N:34]1[CH:39]=[CH:38][CH:37]=[C:36]([NH2:40])[CH:35]=1.C(N(C(C)C)CC)(C)C. (5) Given the product [O:48]([O:25][O:19][C:16]1[CH:15]=[CH:14][CH:13]=[CH:18][CH:17]=1)[C:49]1[CH:54]=[CH:53][CH:52]=[CH:51][CH:50]=1, predict the reactants needed to synthesize it. The reactants are: [O:19]([C:16]1[CH:17]=[CH:18][C:13](C([C:13]2[CH:18]=[CH:17][C:16]([O:19]C#N)=[CH:15][CH:14]=2)(C)C)=[CH:14][CH:15]=1)C#N.C(C1C=CC(C(C2C=CC(CC3OC3)=CC=2)(C)C)=CC=1)C1[O:25]C1.OCC[O:48][C:49]1[CH:54]=[CH:53][C:52](C(=O)C(O)(C)C)=[CH:51][CH:50]=1.